From a dataset of Forward reaction prediction with 1.9M reactions from USPTO patents (1976-2016). Predict the product of the given reaction. (1) Given the reactants [CH2:1]([O:3][C:4](=[O:13])[CH:5](Cl)[O:6][C:7]([S:9][CH2:10][CH3:11])=[O:8])[CH3:2].[Na+].[I-:15], predict the reaction product. The product is: [CH2:1]([O:3][C:4](=[O:13])[CH:5]([I:15])[O:6][C:7]([S:9][CH2:10][CH3:11])=[O:8])[CH3:2]. (2) Given the reactants [CH2:1]([O:8][C:9]([NH:11][CH:12]([CH2:17]P(OC)(OC)=O)[C:13]([O:15][CH3:16])=[O:14])=[O:10])[C:2]1[CH:7]=[CH:6][CH:5]=[CH:4][CH:3]=1.[CH3:24][N:25](C)[C:26](=N)[N:27]([CH3:29])C.N1C=CN=C1C=O, predict the reaction product. The product is: [CH2:1]([O:8][C:9]([NH:11]/[C:12](=[CH:17]\[C:26]1[NH:25][CH:24]=[CH:29][N:27]=1)/[C:13]([O:15][CH3:16])=[O:14])=[O:10])[C:2]1[CH:3]=[CH:4][CH:5]=[CH:6][CH:7]=1. (3) Given the reactants [Br:1][C:2]1[CH:3]=[CH:4][CH:5]=[C:6]2[C:10]=1[NH:9][CH:8]=[CH:7]2.FC(F)(F)[C:13]([O:15]C(=O)C(F)(F)F)=[O:14], predict the reaction product. The product is: [Br:1][C:2]1[CH:3]=[CH:4][CH:5]=[C:6]2[C:10]=1[NH:9][CH:8]=[C:7]2[C:13]([OH:15])=[O:14]. (4) Given the reactants [CH:1]1([NH:4][C:5]([C:7]2[CH:8]=[CH:9][C:10]([CH3:38])=[C:11]([NH:13][C:14]([C:16]3[CH:17]=[C:18]([CH:32]=[CH:33][C:34]=3[N+:35]([O-])=O)[O:19][CH:20]3[CH2:24][CH2:23][N:22]([C:25]([O:27][C:28]([CH3:31])([CH3:30])[CH3:29])=[O:26])[CH2:21]3)=[O:15])[CH:12]=2)=[O:6])[CH2:3][CH2:2]1, predict the reaction product. The product is: [NH2:35][C:34]1[CH:33]=[CH:32][C:18]([O:19][CH:20]2[CH2:24][CH2:23][N:22]([C:25]([O:27][C:28]([CH3:29])([CH3:30])[CH3:31])=[O:26])[CH2:21]2)=[CH:17][C:16]=1[C:14]([NH:13][C:11]1[CH:12]=[C:7]([C:5]([NH:4][CH:1]2[CH2:2][CH2:3]2)=[O:6])[CH:8]=[CH:9][C:10]=1[CH3:38])=[O:15]. (5) The product is: [Cl:44][C:45]1[CH:46]=[C:47]([NH:60][C:61]2[N:62]=[CH:63][N:64]=[C:65]3[S:80][C:68]4[C:69]5[CH:70]=[N:71][N:72]([CH2:76][CH2:77][CH2:78][N:39]6[CH2:40][CH2:41][N:36]([CH3:35])[CH2:37][CH2:38]6)[C:73]=5[CH2:74][CH2:75][C:67]=4[C:66]=23)[CH:48]=[CH:49][C:50]=1[O:51][CH2:52][C:53]1[CH:58]=[CH:57][CH:56]=[C:55]([F:59])[CH:54]=1. Given the reactants ClC1C=C(NC2N=CN=C3SC4C5C(CC[CH2:35][N:36]6[CH2:41][CH2:40][N:39](C)[CH2:38][CH2:37]6)=NNC=5CCC=4C=23)C=CC=1OCC1C=CC=C(F)C=1.[Cl:44][C:45]1[CH:46]=[C:47]([NH:60][C:61]2[C:66]3[C:67]4[CH2:75][CH2:74][C:73]5[N:72]([CH2:76][CH2:77][CH2:78]O)[N:71]=[CH:70][C:69]=5[C:68]=4[S:80][C:65]=3[N:64]=[CH:63][N:62]=2)[CH:48]=[CH:49][C:50]=1[O:51][CH2:52][C:53]1[CH:58]=[CH:57][CH:56]=[C:55]([F:59])[CH:54]=1, predict the reaction product. (6) Given the reactants [NH2:1][C:2]1[CH:3]=[C:4]([CH:9]=[CH:10][C:11]=1[O:12][CH3:13])[C:5]([O:7][CH3:8])=[O:6].[OH:14][C:15]1[CH:20]=[C:19]([CH3:21])[O:18][C:17](=O)[CH:16]=1.C([O-])([O-])=O.[Na+].[Na+], predict the reaction product. The product is: [OH:14][C:15]1[CH:20]=[C:19]([CH3:21])[N:1]([C:2]2[CH:3]=[C:4]([CH:9]=[CH:10][C:11]=2[O:12][CH3:13])[C:5]([O:7][CH3:8])=[O:6])[C:17](=[O:18])[CH:16]=1. (7) Given the reactants CO[C:3]([C:5]1[N:6]=[CH:7][C:8]2[CH:9]=[CH:10][N:11]([CH2:17][C:18]3[CH:23]=[CH:22][CH:21]=[CH:20][CH:19]=3)[C:12](=[O:16])[C:13]=2[C:14]=1[OH:15])=[O:4].[NH2:24][CH2:25][C:26]([OH:28])=[O:27].C[O-].[Na+], predict the reaction product. The product is: [CH2:17]([N:11]1[CH:10]=[CH:9][C:8]2[CH:7]=[N:6][C:5]([C:3]([NH:24][CH2:25][C:26]([OH:28])=[O:27])=[O:4])=[C:14]([OH:15])[C:13]=2[C:12]1=[O:16])[C:18]1[CH:23]=[CH:22][CH:21]=[CH:20][CH:19]=1.